From a dataset of Experimentally validated miRNA-target interactions with 360,000+ pairs, plus equal number of negative samples. Binary Classification. Given a miRNA mature sequence and a target amino acid sequence, predict their likelihood of interaction. (1) The miRNA is hsa-miR-487b-3p with sequence AAUCGUACAGGGUCAUCCACUU. The protein sequence of the target gene is MKILFVEPAIFLSAFAMTLTGPLTTQYVYRRIWEETGNYTFSSDSNISECEKNKSSPIFAFQEEVQKKVSRFNLQMDISGLIPGLVSTFILLSISDHYGRKFPMILSSVGALATSVWLCLLCYFAFPFQLLIASTFIGAFCGNYTTFWGACFAYIVDQCKEHKQKTIRIAIIDFLLGLVTGLTGLSSGYFIRELGFEWSFLIIAVSLAVNLIYILFFLGDPVKECSSQNVTMSCSEGFKNLFYRTYMLFKNASGKRRFLLCLLLFTVITYFFVVIGIAPIFILYELDSPLCWNEVFIGYG.... Result: 0 (no interaction). (2) The miRNA is bta-miR-181a with sequence AACAUUCAACGCUGUCGGUGAGUU. The protein sequence of the target gene is MKLFVPALLSLGALGLCLAAPRKNVRWCTISQPEWFKCRRWQWRMKKLGAPSITCVRRAFALECIRAIAEKKADAVTLDGGMVFEAGRDPYKLRPVAAEIYGTKESPQTHYYAVAVVKKGSNFQLDQLQGRKSCHTGLGRSAGWIIPMGILRPYLSWTESLEPLQGAVAKFFSASCVPCIDRQAYPNLCQLCKGEGENQCACSSREPYFGYSGAFKCLQDGAGDVAFVKETTVFENLPEKADRDQYELLCLNNSRAPVDAFKECHLAQVPSHAVVARSVDGKEDLIWKLLSKAQEKFGKN.... Result: 1 (interaction). (3) The miRNA is hsa-miR-564 with sequence AGGCACGGUGUCAGCAGGC. The protein sequence of the target gene is MAARPAATLAWSLLLLSSALLREGCRARFVAERDSEDDGEEPVVFPESPLQSPTVLVAVLARNAAHTLPHFLGCLERLDYPKSRMAIWAATDHNVDNTTEIFREWLKNVQRLYHYVEWRPMDEPESYPDEIGPKHWPTSRFAHVMKLRQAALRTAREKWSDYILFIDVDNFLTNPQTLNLLIAENKTIVAPMLESRGLYSNFWCGITPKGFYKRTPDYVQIREWKRTGCFPVPMVHSTFLIDLRKEASDKLTFYPPHQDYTWTFDDIIVFAFSSRQAGIQMYLCNREHYGYLPIPLKPHQ.... Result: 0 (no interaction). (4) The miRNA is mmu-miR-1942 with sequence UCAGAUGUCUUCAUCUGGUUG. The protein sequence of the target gene is MSIHFSSPVFTSRSAAFSGRGAQVRLSSARPGGLGSSSLYGLGASRPRVAVRSAYGGPVGAGIREVTINQSLLAPLRLDADPSLQRVRQEESEQIKTLNNKFASFIDKVRFLEQQNKLLETKWTLLQEQKSAKSSRLPDIFEAQIAGLRGQLEALQVDGGRLEAELRSMQDVVEDFKNKYEDEINHRTAAENEFVVLKKDVDAAYMSKVELEAKVDALNDEINFLRTLNETELTELQSQISDTSVVLSMDNSRSLDLDGIIAEVKAQYEEMAKCSRAEAEAWYQTKFETLQAQAGKHGDD.... Result: 0 (no interaction). (5) The miRNA is hsa-miR-330-3p with sequence GCAAAGCACACGGCCUGCAGAGA. The protein sequence of the target gene is MAAPVGPVKFWRPGTEGPGVSISEERQSLAENSGTTVVYNPYAALSIEQQRQKLPVFKLRNHILYLIENYQTVVIVGETGCGKSTQIPQYLAEAGWTAEGRVVGVTQPRRVAAVTVAGRVAEERGAVLGHEVGYCIRFDDCTDQLATRIKFLTDGMLVREMMVDPLLTKYSVIMLDEAHERTLYTDIAIGLLKKIQKKRGDLRLIVASATLDADKFRDFFNQNETSDPARDTCVILTVEGRTFPVDIFYLQSPVPDYIKSTVETVVKIHQTEGDGDVLAFLTGQEEVETVVSMLIEQARA.... Result: 1 (interaction).